From a dataset of Peptide-MHC class I binding affinity with 185,985 pairs from IEDB/IMGT. Regression. Given a peptide amino acid sequence and an MHC pseudo amino acid sequence, predict their binding affinity value. This is MHC class I binding data. (1) The peptide sequence is VTDNNRSFY. The MHC is HLA-A31:01 with pseudo-sequence HLA-A31:01. The binding affinity (normalized) is 0. (2) The peptide sequence is LNLSGVNNL. The MHC is HLA-A02:01 with pseudo-sequence HLA-A02:01. The binding affinity (normalized) is 0.